The task is: Predict which catalyst facilitates the given reaction.. This data is from Catalyst prediction with 721,799 reactions and 888 catalyst types from USPTO. (1) Reactant: C[Si]([NH-])(C)C.C[Si]([NH-])(C)C.[Li+].[Li+].[C:13]([O:17][C:18](=[O:27])[NH:19][CH:20]1[CH2:25][CH2:24][C:23](=[O:26])[CH2:22][CH2:21]1)([CH3:16])([CH3:15])[CH3:14].[F:28][C:29]([F:48])([F:47])[S:30](N(C1C=CC=CC=1)[S:30]([C:29]([F:48])([F:47])[F:28])(=[O:32])=[O:31])(=[O:32])=[O:31]. Product: [F:28][C:29]([F:48])([F:47])[S:30]([O:26][C:23]1[CH2:24][CH2:25][CH:20]([NH:19][C:18]([O:17][C:13]([CH3:16])([CH3:14])[CH3:15])=[O:27])[CH2:21][CH:22]=1)(=[O:32])=[O:31]. The catalyst class is: 7. (2) Reactant: [N+:1]([C:4]1[CH:9]=[CH:8][C:7]([NH:10][C:11]2([CH2:16][OH:17])[CH2:15][CH2:14][CH2:13][CH2:12]2)=[CH:6][CH:5]=1)([O-:3])=[O:2].CO.C([O-])([O-])=O.[Ca+2].[Br-:25].[Br-].[Br-].C([N+](C)(C)C)C1C=CC=CC=1.C([N+](C)(C)C)C1C=CC=CC=1.C([N+](C)(C)C)C1C=CC=CC=1. Product: [Br:25][C:6]1[CH:5]=[C:4]([N+:1]([O-:3])=[O:2])[CH:9]=[CH:8][C:7]=1[NH:10][C:11]1([CH2:16][OH:17])[CH2:15][CH2:14][CH2:13][CH2:12]1. The catalyst class is: 2. (3) Reactant: [C:1]1(=[O:12])[CH:9]2[CH:4]([CH:5]3[CH2:10][CH:8]2[CH:7]=[CH:6]3)[C:3](=[O:11])[CH2:2]1. Product: [C:3]1(=[O:11])[CH:4]2[CH:9]([CH:8]3[CH2:10][CH:5]2[CH2:6][CH2:7]3)[C:1](=[O:12])[CH2:2]1. The catalyst class is: 19.